From a dataset of Experimentally validated miRNA-target interactions with 360,000+ pairs, plus equal number of negative samples. Binary Classification. Given a miRNA mature sequence and a target amino acid sequence, predict their likelihood of interaction. Result: 0 (no interaction). The protein sequence of the target gene is MDNMSITNTPTSNDACLSIVHSLMCHRQGGESETFAKRAIESLVKKLKEKKDELDSLITAITTNGAHPSKCVTIQRTLDGRLQVAGRKGFPHVIYARLWRWPDLHKNELKHVKYCQYAFDLKCDSVCVNPYHYERVVSPGIDLSGLTLQSNAPPSMLVKDEYVHDFEGQPSLPTEGHSIQTIQHPPSNRASTETYSAPALLAPSESNATSTTNFPNIPVASTSQPASILAGSHSEGLLQIASGPQPGQQQNGFTAQPATYHHNSTTTWTGSRTAPYTPNLPHHQNGHLQHHPPMPPHPGH.... The miRNA is hsa-miR-187-5p with sequence GGCUACAACACAGGACCCGGGC.